From a dataset of Tox21: 12 toxicity assays (nuclear receptors and stress response pathways). Binary classification across 12 toxicity assays. (1) The compound is CCCCCCCCCCCCCC[n+]1ccc(C)cc1. It tested positive (active) for: SR-MMP (Mitochondrial Membrane Potential disruption). (2) The drug is C[C@]12CC[C@@H]3c4ccc(O)cc4CC[C@H]3[C@@H]1CCC2=O. It tested positive (active) for: NR-AR (Androgen Receptor agonist activity), NR-ER (Estrogen Receptor agonist activity), NR-ER-LBD (Estrogen Receptor Ligand Binding Domain agonist), and SR-MMP (Mitochondrial Membrane Potential disruption). (3) The drug is CCCC(=O)O[C@]1(C(=O)COC(=O)CC)CC[C@H]2[C@@H]3CCC4=CC(=O)CC[C@]4(C)[C@H]3[C@@H](O)C[C@@]21C. It tested positive (active) for: NR-AR (Androgen Receptor agonist activity), and NR-AR-LBD (Androgen Receptor Ligand Binding Domain agonist). (4) The compound is CC/N=c1/cc2oc3cc(NCC)c(C)cc3c(-c3ccccc3C(=O)OCC)c-2cc1C. It tested positive (active) for: NR-Aromatase (Aromatase enzyme inhibition), SR-ARE (Antioxidant Response Element (oxidative stress)), SR-HSE (Heat Shock Element response), and SR-p53 (p53 tumor suppressor activation).